This data is from Forward reaction prediction with 1.9M reactions from USPTO patents (1976-2016). The task is: Predict the product of the given reaction. (1) Given the reactants [CH2:1]([O:3][C:4]1[CH:9]=[C:8]([CH2:10][C:11]2[CH:16]=[CH:15][CH:14]=[CH:13][N:12]=2)[CH:7]=[CH:6][C:5]=1/[CH:17]=[CH:18]/[C:19]([O:21][CH3:22])=[O:20])[CH3:2].C(O)=O, predict the reaction product. The product is: [CH2:1]([O:3][C:4]1[CH:9]=[C:8]([CH2:10][C:11]2[CH:16]=[CH:15][CH:14]=[CH:13][N:12]=2)[CH:7]=[CH:6][C:5]=1[CH2:17][CH2:18][C:19]([O:21][CH3:22])=[O:20])[CH3:2]. (2) Given the reactants [CH3:1][C@H:2]1[NH:6][CH2:5][C@@H:4]([CH2:7][N:8]2[C:12]3[CH:13]=[CH:14][C:15]([C:17]4[CH:18]=[N:19][N:20]([CH:22]5[CH2:27][CH2:26][CH2:25][CH2:24][O:23]5)[CH:21]=4)=[CH:16][C:11]=3[N:10]=[CH:9]2)[CH2:3]1.[CH2:28](N1[C@H](C)C[C@H](CN)C1)[C:29]1[CH:34]=[CH:33][CH:32]=[CH:31][CH:30]=1.BrC1C=CC(F)=C([N+]([O-])=O)C=1, predict the reaction product. The product is: [CH2:28]([N:6]1[CH:2]([CH3:1])[CH2:3][CH:4]([CH2:7][N:8]2[C:12]3[CH:13]=[CH:14][C:15]([C:17]4[CH:18]=[N:19][N:20]([CH:22]5[CH2:27][CH2:26][CH2:25][CH2:24][O:23]5)[CH:21]=4)=[CH:16][C:11]=3[N:10]=[CH:9]2)[CH2:5]1)[C:29]1[CH:34]=[CH:33][CH:32]=[CH:31][CH:30]=1. (3) The product is: [CH2:7]([NH:8][C:10]1[CH:15]=[CH:14][CH:13]=[CH:12][C:11]=1[N+:16]([O-:18])=[O:17])[C:1]1[CH:6]=[CH:5][CH:4]=[CH:3][CH:2]=1. Given the reactants [C:1]1([CH2:7][NH2:8])[CH:6]=[CH:5][CH:4]=[CH:3][CH:2]=1.F[C:10]1[CH:15]=[CH:14][CH:13]=[CH:12][C:11]=1[N+:16]([O-:18])=[O:17], predict the reaction product. (4) The product is: [NH2:27][C:22]([CH2:21][CH2:20][C:17]1[CH:18]=[CH:19][C:14]([O:13][C:12]2[CH:31]=[CH:32][C:9]([C:7]3[N:8]=[C:4]([CH:1]([CH3:3])[CH3:2])[O:5][CH:6]=3)=[CH:10][CH:11]=2)=[CH:15][CH:16]=1)([CH2:25][OH:26])[CH2:23][OH:24]. Given the reactants [CH:1]([C:4]1[O:5][CH:6]=[C:7]([C:9]2[CH:32]=[CH:31][C:12]([O:13][C:14]3[CH:19]=[CH:18][C:17]([CH2:20][CH2:21][C:22]([NH:27]C(=O)C)([CH2:25][OH:26])[CH2:23][OH:24])=[CH:16][CH:15]=3)=[CH:11][CH:10]=2)[N:8]=1)([CH3:3])[CH3:2].[OH-].[Na+], predict the reaction product. (5) Given the reactants C([O:8][C:9]1[CH:19]=[CH:18][C:12]([C:13]([O:15][CH2:16][CH3:17])=[O:14])=[C:11]([CH:20]([CH3:22])[CH3:21])[CH:10]=1)C1C=CC=CC=1, predict the reaction product. The product is: [OH:8][C:9]1[CH:19]=[CH:18][C:12]([C:13]([O:15][CH2:16][CH3:17])=[O:14])=[C:11]([CH:20]([CH3:21])[CH3:22])[CH:10]=1. (6) Given the reactants [N:1](=[C:3]([C:9]([CH3:11])=O)[C:4]([O:6][CH2:7][CH3:8])=[O:5])O.[Cl:12][C:13]1[CH:20]=[CH:19][CH:18]=[CH:17][C:14]=1[CH2:15][NH2:16], predict the reaction product. The product is: [CH2:7]([O:6][C:4]([C:3]1[N:1]=[C:15]([C:14]2[CH:17]=[CH:18][CH:19]=[CH:20][C:13]=2[Cl:12])[NH:16][C:9]=1[CH3:11])=[O:5])[CH3:8]. (7) The product is: [F:19][C:16]1[CH:17]=[CH:18][C:13]([O:12][CH:10]2[CH2:9][NH:8][CH2:11]2)=[CH:14][CH:15]=1. Given the reactants C1(C(C2C=CC=CC=2)[N:8]2[CH2:11][CH:10]([O:12][C:13]3[CH:18]=[CH:17][C:16]([F:19])=[CH:15][CH:14]=3)[CH2:9]2)C=CC=CC=1, predict the reaction product.